From a dataset of Forward reaction prediction with 1.9M reactions from USPTO patents (1976-2016). Predict the product of the given reaction. (1) Given the reactants [Na].[NH2:2][CH2:3][CH2:4][NH:5][CH2:6][CH2:7][NH:8][CH2:9][CH2:10][NH:11][CH2:12][CH2:13][NH2:14].CO[C:17](=[O:35])[C@H:18]([CH2:25][C:26]1[CH:31]=[CH:30][C:29]([N+:32]([O-:34])=[O:33])=[CH:28][CH:27]=1)[NH:19][CH2:20][C:21]([O:23]C)=O, predict the reaction product. The product is: [N+:32]([C:29]1[CH:28]=[CH:27][C:26]([CH2:25][CH:18]2[NH:19][CH2:20][C:21](=[O:23])[NH:2][CH2:3][CH2:4][NH:5][CH2:6][CH2:7][NH:8][CH2:9][CH2:10][NH:11][CH2:12][CH2:13][NH:14][C:17]2=[O:35])=[CH:31][CH:30]=1)([O-:34])=[O:33]. (2) Given the reactants [NH2:1][C:2]1[CH:17]=[CH:16][C:15]([C:18]([O:20][CH3:21])=[O:19])=[CH:14][C:3]=1[C:4]([NH:6][C:7]1[CH:12]=[CH:11][C:10]([Cl:13])=[CH:9][N:8]=1)=[O:5].C(OC([N:29]1[CH2:34][CH2:33][CH:32]([CH:35]=O)[CH2:31][CH2:30]1)=O)(C)(C)C.[B-][N+](C)(C)C, predict the reaction product. The product is: [Cl:13][C:10]1[CH:11]=[CH:12][C:7]([NH:6][C:4](=[O:5])[C:3]2[CH:14]=[C:15]([C:18]([O:20][CH3:21])=[O:19])[CH:16]=[CH:17][C:2]=2[NH:1][CH2:35][CH:32]2[CH2:33][CH2:34][NH:29][CH2:30][CH2:31]2)=[N:8][CH:9]=1. (3) Given the reactants Cl[C:2]1[C:11]([C:12]([OH:14])=[O:13])=[CH:10][C:9]2[C:4](=[CH:5][CH:6]=[C:7]([Cl:15])[CH:8]=2)[N:3]=1.[NH2:16][CH:17]([CH2:21][C:22]1[CH:27]=[CH:26][C:25]([C:28]#[C:29][C:30]2[CH:35]=[CH:34][CH:33]=[CH:32][CH:31]=2)=[CH:24][CH:23]=1)[C:18]([OH:20])=[O:19], predict the reaction product. The product is: [C:18]([CH:17]([NH:16][C:2]1[C:11]([C:12]([OH:14])=[O:13])=[CH:10][C:9]2[C:4](=[CH:5][CH:6]=[C:7]([Cl:15])[CH:8]=2)[N:3]=1)[CH2:21][C:22]1[CH:27]=[CH:26][C:25]([C:28]#[C:29][C:30]2[CH:35]=[CH:34][CH:33]=[CH:32][CH:31]=2)=[CH:24][CH:23]=1)([OH:20])=[O:19].